Dataset: Catalyst prediction with 721,799 reactions and 888 catalyst types from USPTO. Task: Predict which catalyst facilitates the given reaction. (1) Reactant: CC([Si](C)(C)[O:6][C:7]1[CH:8]=[C:9]([C:13](=[O:19])[CH2:14][CH2:15][C:16]([OH:18])=O)[CH:10]=[CH:11][CH:12]=1)(C)C.[CH3:22][N:23]1[CH2:28][CH2:27][NH:26][CH2:25][CH2:24]1.C1C=CC2N(O)N=NC=2C=1.CN(C(ON1N=NC2C=CC=CC1=2)=[N+](C)C)C.F[P-](F)(F)(F)(F)F.CN1CCOCC1. Product: [OH:6][C:7]1[CH:8]=[C:9]([C:13](=[O:19])[CH2:14][CH2:15][C:16]([N:26]2[CH2:27][CH2:28][N:23]([CH3:22])[CH2:24][CH2:25]2)=[O:18])[CH:10]=[CH:11][CH:12]=1. The catalyst class is: 3. (2) Reactant: [NH2:1][CH2:2][CH2:3][CH2:4][C@H:5]([NH:9][C:10]([C:12]1[C:13](=[O:31])[N:14]([CH:18]([C:25]2[CH:30]=[CH:29][CH:28]=[CH:27][CH:26]=2)[C:19]2[CH:24]=[CH:23][CH:22]=[CH:21][CH:20]=2)[CH:15]=[CH:16][CH:17]=1)=[O:11])[C:6]([OH:8])=[O:7].C(O)(C(F)(F)F)=O.C([O-])([O-])=O.[Na+].[Na+].[C:45](Cl)([O:47][CH2:48][CH:49]1[C:61]2[C:56](=[CH:57][CH:58]=[CH:59][CH:60]=2)[C:55]2[C:50]1=[CH:51][CH:52]=[CH:53][CH:54]=2)=[O:46]. Product: [C:19]1([CH:18]([C:25]2[CH:26]=[CH:27][CH:28]=[CH:29][CH:30]=2)[N:14]2[CH:15]=[CH:16][CH:17]=[C:12]([C:10]([NH:9][C@@H:5]([CH2:4][CH2:3][CH2:2][NH:1][C:45]([O:47][CH2:48][CH:49]3[C:50]4[CH:51]=[CH:52][CH:53]=[CH:54][C:55]=4[C:56]4[C:61]3=[CH:60][CH:59]=[CH:58][CH:57]=4)=[O:46])[C:6]([OH:8])=[O:7])=[O:11])[C:13]2=[O:31])[CH:24]=[CH:23][CH:22]=[CH:21][CH:20]=1. The catalyst class is: 127. (3) Reactant: [F:1][C:2]1([F:36])[CH2:8][N:7]([C@@H:9]2[CH2:11][C@H:10]2[C:12]2[CH:17]=[CH:16][CH:15]=[CH:14][CH:13]=2)[C:6]2[N:18]=[C:19]([NH:22][C:23]3[CH:31]=[CH:30][C:26]([C:27]([OH:29])=O)=[CH:25][C:24]=3[O:32][CH3:33])[N:20]=[CH:21][C:5]=2[N:4]([CH3:34])[C:3]1=[O:35].C(N(C(C)C)C(C)C)C.[CH3:46][N:47]([CH3:52])[CH2:48][CH2:49][CH2:50][NH2:51]. Product: [F:1][C:2]1([F:36])[CH2:8][N:7]([C@@H:9]2[CH2:11][C@H:10]2[C:12]2[CH:17]=[CH:16][CH:15]=[CH:14][CH:13]=2)[C:6]2[N:18]=[C:19]([NH:22][C:23]3[CH:31]=[CH:30][C:26]([C:27]([NH:51][CH2:50][CH2:49][CH2:48][N:47]([CH3:52])[CH3:46])=[O:29])=[CH:25][C:24]=3[O:32][CH3:33])[N:20]=[CH:21][C:5]=2[N:4]([CH3:34])[C:3]1=[O:35]. The catalyst class is: 9. (4) Reactant: CO[C:3]([CH:5]1[CH2:7][N:6]1[CH:8]([C:10]1[C:19]2[C:14](=[CH:15][CH:16]=[CH:17][CH:18]=2)[CH:13]=[CH:12][CH:11]=1)[CH3:9])=[O:4].O([Si](C)(C)C)[K].CC(C)(C)C(Cl)=O.[CH2:33]([NH:37][CH2:38][CH2:39][C:40]1[CH:45]=[CH:44][CH:43]=[CH:42][CH:41]=1)[CH2:34][CH:35]=[CH2:36].C(=O)(O)[O-].[Na+]. Product: [CH2:33]([N:37]([CH2:38][CH2:39][C:40]1[CH:41]=[CH:42][CH:43]=[CH:44][CH:45]=1)[C:3]([CH:5]1[CH2:7][N:6]1[CH:8]([C:10]1[C:19]2[C:14](=[CH:15][CH:16]=[CH:17][CH:18]=2)[CH:13]=[CH:12][CH:11]=1)[CH3:9])=[O:4])[CH2:34][CH:35]=[CH2:36]. The catalyst class is: 1.